This data is from Catalyst prediction with 721,799 reactions and 888 catalyst types from USPTO. The task is: Predict which catalyst facilitates the given reaction. (1) Product: [NH2:1][C:2]1[N:3]=[CH:4][C:5]([C:6]([N:57]2[CH2:58][CH2:59][CH:54]([O:53][C:50]3[C:51]([CH3:52])=[C:46]([O:45][C:44]4[CH:60]=[CH:61][C:62]([S:64]([CH3:67])(=[O:65])=[O:66])=[CH:63][C:43]=4[F:42])[N:47]=[CH:48][N:49]=3)[CH2:55][CH2:56]2)=[O:8])=[CH:9][CH:10]=1. Reactant: [NH2:1][C:2]1[CH:10]=[CH:9][C:5]([C:6]([OH:8])=O)=[CH:4][N:3]=1.CN(C(ON1N=NC2C=CC=NC1=2)=[N+](C)C)C.F[P-](F)(F)(F)(F)F.C(N(CC)CC)C.[F:42][C:43]1[CH:63]=[C:62]([S:64]([CH3:67])(=[O:66])=[O:65])[CH:61]=[CH:60][C:44]=1[O:45][C:46]1[C:51]([CH3:52])=[C:50]([O:53][CH:54]2[CH2:59][CH2:58][NH:57][CH2:56][CH2:55]2)[N:49]=[CH:48][N:47]=1. The catalyst class is: 3. (2) Reactant: [O:1]=[C:2]1[CH2:7][CH2:6][N:5]([C:8]([O:10][CH2:11][C:12]2[CH:17]=[CH:16][CH:15]=[CH:14][CH:13]=2)=[O:9])[CH2:4][CH2:3]1.[CH3:18][Si:19](Cl)([CH3:21])[CH3:20].C(N(CC)CC)C. Product: [CH3:18][Si:19]([CH3:21])([CH3:20])[O:1][C:2]1[CH2:7][CH2:6][N:5]([C:8]([O:10][CH2:11][C:12]2[CH:17]=[CH:16][CH:15]=[CH:14][CH:13]=2)=[O:9])[CH2:4][CH:3]=1. The catalyst class is: 3. (3) Reactant: [C:1]([O:5][C:6](=[O:16])[NH:7][CH:8]1[CH2:12][CH2:11][N:10]([C:13](Cl)=[O:14])[CH2:9]1)([CH3:4])([CH3:3])[CH3:2].[S-:17][C:18]#[N:19].[NH4+].[NH2:21][C:22]1[C:23](Cl)=[N:24][CH:25]=[CH:26][C:27]=1[O:28][CH3:29]. Product: [C:1]([O:5][C:6](=[O:16])[NH:7][CH:8]1[CH2:12][CH2:11][N:10]([C:13](=[O:14])[NH:19][C:18]2[S:17][C:23]3[C:22]([N:21]=2)=[C:27]([O:28][CH3:29])[CH:26]=[CH:25][N:24]=3)[CH2:9]1)([CH3:4])([CH3:3])[CH3:2]. The catalyst class is: 21.